This data is from Forward reaction prediction with 1.9M reactions from USPTO patents (1976-2016). The task is: Predict the product of the given reaction. (1) Given the reactants [CH2:1]([OH:7])[CH:2]([OH:6])[CH2:3][CH2:4][OH:5].CO[CH:10]([C:13]1[CH:18]=[CH:17][CH:16]=[CH:15][CH:14]=1)OC.CC1(C)C2(CS(O)(=O)=O)C(CC1CC2)=O, predict the reaction product. The product is: [C:13]1([CH:10]2[O:6][CH:2]([CH2:1][OH:7])[CH2:3][CH2:4][O:5]2)[CH:18]=[CH:17][CH:16]=[CH:15][CH:14]=1. (2) Given the reactants Cl.[Cl:2][C:3]1[CH:8]=[CH:7][C:6]([S:9][C:10]2[CH:15]=[CH:14][C:13]([C:16]([F:19])([F:18])[F:17])=[CH:12][C:11]=2[NH:20]N)=[CH:5][CH:4]=1.O.Cl.[NH:24]1[CH2:29][CH2:28][C:27](=O)[CH2:26][CH2:25]1.C(CO)(F)(F)F, predict the reaction product. The product is: [ClH:2].[Cl:2][C:3]1[CH:8]=[CH:7][C:6]([S:9][C:10]2[C:11]3[NH:20][C:27]4[CH2:28][CH2:29][NH:24][CH2:25][C:26]=4[C:12]=3[C:13]([C:16]([F:19])([F:18])[F:17])=[CH:14][CH:15]=2)=[CH:5][CH:4]=1. (3) The product is: [Cl:1][C:2]1[CH:3]=[C:4]([C:14]([NH:17][CH2:18][C:19]2[C:20](=[O:29])[NH:21][C:22]([CH3:28])=[CH:23][C:24]=2[CH2:25][CH2:26][CH3:27])=[O:16])[C:5]2[CH:6]=[N:7][N:8]([CH:11]([CH3:12])[CH3:13])[C:9]=2[CH:10]=1. Given the reactants [Cl:1][C:2]1[CH:3]=[C:4]([C:14]([OH:16])=O)[C:5]2[CH:6]=[N:7][N:8]([CH:11]([CH3:13])[CH3:12])[C:9]=2[CH:10]=1.[NH2:17][CH2:18][C:19]1[C:20](=[O:29])[NH:21][C:22]([CH3:28])=[CH:23][C:24]=1[CH2:25][CH2:26][CH3:27].ON1C2N=CC=CC=2N=N1.CN1CCOCC1, predict the reaction product. (4) The product is: [Cl:1][C:2]1[CH:3]=[CH:4][C:5]([OH:11])=[C:6]([CH:10]=1)[C:7]([NH:12][C:13]1[CH:18]=[CH:17][CH:16]=[C:15]([N:19]2[C:23]([C:24]3[CH:29]=[CH:28][CH:27]=[CH:26][CH:25]=3)=[CH:22][C:21]([C:30]([F:33])([F:32])[F:31])=[N:20]2)[CH:14]=1)=[O:9]. Given the reactants [Cl:1][C:2]1[CH:10]=[C:6]([C:7]([OH:9])=O)[C:5]([OH:11])=[CH:4][CH:3]=1.[NH2:12][C:13]1[CH:14]=[C:15]([N:19]2[C:23]([C:24]3[CH:29]=[CH:28][CH:27]=[CH:26][CH:25]=3)=[CH:22][C:21]([C:30]([F:33])([F:32])[F:31])=[N:20]2)[CH:16]=[CH:17][CH:18]=1, predict the reaction product. (5) Given the reactants [C@@H:1]1([N:8]2[CH:16]=[C:14]([CH3:15])[C:12](=[O:13])[NH:11][C:9]2=[O:10])[O:7][C@H:4]([CH2:5][OH:6])[CH:3]=[CH:2]1.[CH3:17][N:18]1[C:23](=[O:24])[N:22]([CH3:25])[CH2:21][CH2:20][CH2:19]1, predict the reaction product. The product is: [CH3:15][C:14]1[C:12](=[O:13])[NH:11][C:9](=[O:10])[N:8]([C@@H:1]2[O:7][C@H:4]([CH2:5][OH:6])[CH:3]=[CH:2]2)[CH:16]=1.[CH3:17][N:18]1[C:23](=[O:24])[N:22]([CH3:25])[CH2:21][CH2:20][CH2:19]1. (6) Given the reactants [CH3:1][C:2]([C:4]1[CH:9]=[CH:8][CH:7]=[CH:6][CH:5]=1)=[CH2:3].[Br:10]NC(=O)CCC(N)=O, predict the reaction product. The product is: [Br:10][CH2:3][C:2]([C:4]1[CH:9]=[CH:8][CH:7]=[CH:6][CH:5]=1)=[CH2:1].[Br:10][CH:3]=[C:2]([CH3:1])[C:4]1[CH:9]=[CH:8][CH:7]=[CH:6][CH:5]=1.